From a dataset of Forward reaction prediction with 1.9M reactions from USPTO patents (1976-2016). Predict the product of the given reaction. Given the reactants F[C:2]1[CH:9]=[CH:8][C:5]([C:6]#[N:7])=[C:4]([N+:10]([O-:12])=[O:11])[CH:3]=1.[NH:13]1[CH2:17][CH2:16][CH2:15][CH2:14]1, predict the reaction product. The product is: [N+:10]([C:4]1[CH:3]=[C:2]([N:13]2[CH2:17][CH2:16][CH2:15][CH2:14]2)[CH:9]=[CH:8][C:5]=1[C:6]#[N:7])([O-:12])=[O:11].